Dataset: Catalyst prediction with 721,799 reactions and 888 catalyst types from USPTO. Task: Predict which catalyst facilitates the given reaction. (1) Reactant: [Br:1][C:2]1[CH:8]=[CH:7][C:5]([NH2:6])=[C:4]([O:9][CH3:10])[CH:3]=1.[C:11](O[C:11]([O:13][C:14]([CH3:17])([CH3:16])[CH3:15])=[O:12])([O:13][C:14]([CH3:17])([CH3:16])[CH3:15])=[O:12]. Product: [Br:1][C:2]1[CH:8]=[CH:7][C:5]([NH:6][C:11](=[O:12])[O:13][C:14]([CH3:17])([CH3:16])[CH3:15])=[C:4]([O:9][CH3:10])[CH:3]=1. The catalyst class is: 7. (2) Reactant: [C:1]1([CH3:11])[CH:6]=[CH:5][C:4]([S:7](Cl)(=[O:9])=[O:8])=[CH:3][CH:2]=1.[CH3:12][O:13][CH2:14][CH2:15][OH:16]. Product: [CH3:12][O:13][CH2:14][CH2:15][O:16][S:7]([C:4]1[CH:5]=[CH:6][C:1]([CH3:11])=[CH:2][CH:3]=1)(=[O:9])=[O:8]. The catalyst class is: 17. (3) Reactant: [Br:1][C:2]1[CH:3]=[C:4]2[C:15](=[CH:16][CH:17]=1)[O:14][C:7]1([CH2:11][CH2:10][CH:9]([CH2:12][CH3:13])[CH2:8]1)[CH2:6][C:5]2=O.C[Si]([N:23]=[C:24]=[N:25][Si](C)(C)C)(C)C. Product: [Br:1][C:2]1[CH:3]=[C:4]2[C:15](=[CH:16][CH:17]=1)[O:14][C:7]1([CH2:11][CH2:10][CH:9]([CH2:12][CH3:13])[CH2:8]1)[CH2:6]/[C:5]/2=[N:25]\[C:24]#[N:23]. The catalyst class is: 388. (4) Reactant: [C:1]1([C@H:7]([NH2:10])[CH2:8][CH3:9])[CH:6]=[CH:5][CH:4]=[CH:3][CH:2]=1.[F:11][C:12]([F:23])([F:22])[C:13](O[C:13](=[O:14])[C:12]([F:23])([F:22])[F:11])=[O:14].N1C=CC=CC=1. Product: [F:11][C:12]([F:23])([F:22])[C:13]([NH:10][C@@H:7]([C:1]1[CH:6]=[CH:5][CH:4]=[CH:3][CH:2]=1)[CH2:8][CH3:9])=[O:14]. The catalyst class is: 317. (5) Reactant: [F:1][C:2]1[CH:10]=[CH:9][C:5]([C:6](Cl)=[O:7])=[CH:4][CH:3]=1.[F:11][C:12]1[CH:25]=[CH:24][C:15]([C:16]([C@H:18]2[C@H:22]([CH3:23])[CH2:21][NH:20][CH2:19]2)=[O:17])=[CH:14][CH:13]=1.C(N(CC)CC)C. Product: [F:1][C:2]1[CH:10]=[CH:9][C:5]([C:6]([N:20]2[CH2:21][C@@H:22]([CH3:23])[C@H:18]([C:16](=[O:17])[C:15]3[CH:14]=[CH:13][C:12]([F:11])=[CH:25][CH:24]=3)[CH2:19]2)=[O:7])=[CH:4][CH:3]=1. The catalyst class is: 2. (6) Reactant: N1C=CC=CC=1.[NH2:7][C@@H:8]1[CH2:12][CH2:11][N:10]([CH2:13][C:14]2[CH:23]=[C:22]3[C:17]([C:18](=[O:37])[N:19]([CH2:24][C:25]4[CH:30]=[C:29]([Cl:31])[CH:28]=[CH:27][C:26]=4[S:32]([CH2:35][CH3:36])(=[O:34])=[O:33])[CH:20]=[N:21]3)=[CH:16][C:15]=2[O:38][C:39]([F:42])([F:41])[F:40])[CH2:9]1.[C:43](Cl)(=[O:45])[CH3:44].[Cl-].[NH4+]. Product: [Cl:31][C:29]1[CH:28]=[CH:27][C:26]([S:32]([CH2:35][CH3:36])(=[O:33])=[O:34])=[C:25]([CH2:24][N:19]2[C:18](=[O:37])[C:17]3[C:22](=[CH:23][C:14]([CH2:13][N:10]4[CH2:11][CH2:12][C@@H:8]([NH:7][C:43](=[O:45])[CH3:44])[CH2:9]4)=[C:15]([O:38][C:39]([F:40])([F:41])[F:42])[CH:16]=3)[N:21]=[CH:20]2)[CH:30]=1. The catalyst class is: 124.